Task: Predict the reaction yield, written as a fraction of the theoretical maximum amount of product (1.0 means a 100% yield; for example, 0.34 means a 34% yield).. Dataset: Reaction yield outcomes from USPTO patents with 853,638 reactions (1) The reactants are [OH:1][C:2]1[CH:19]=[CH:18][CH:17]=[CH:16][C:3]=1[CH2:4][N:5]([CH2:13][CH2:14][CH3:15])C(=O)OC(C)(C)C.Cl. The catalyst is CO. The product is [CH2:13]([NH:5][CH2:4][C:3]1[CH:16]=[CH:17][CH:18]=[CH:19][C:2]=1[OH:1])[CH2:14][CH3:15]. The yield is 0.900. (2) The reactants are [C:1]([C:4]1[C:9](/[CH:10]=[CH:11]/[C:12]([O:14]C(C)(C)C)=[O:13])=[C:8]([F:19])[C:7]([Cl:20])=[CH:6][CH:5]=1)(=[O:3])[CH3:2]. The catalyst is C(Cl)Cl.C(O)(C(F)(F)F)=O. The product is [C:1]([C:4]1[C:9](/[CH:10]=[CH:11]/[C:12]([OH:14])=[O:13])=[C:8]([F:19])[C:7]([Cl:20])=[CH:6][CH:5]=1)(=[O:3])[CH3:2]. The yield is 0.970. (3) The reactants are [NH2:1][C:2]1[CH:7]=[CH:6][C:5]([NH2:8])=[CH:4][CH:3]=1.[CH2:9]([N:11]=[C:12]=[O:13])[CH3:10].C(=O)([O-])[O-].[K+].[K+]. The catalyst is C1COCC1. The product is [CH2:9]([NH:11][C:12]([NH:1][C:2]1[CH:7]=[CH:6][C:5]([NH2:8])=[CH:4][CH:3]=1)=[O:13])[CH3:10]. The yield is 0.620. (4) The reactants are Cl.Cl.[F:3][C:4]1[CH:9]=[CH:8][C:7]([C:10]2[CH:11]=[N:12][C:13]([N:16]3[CH2:21][CH2:20][NH:19][CH2:18][CH2:17]3)=[N:14][CH:15]=2)=[CH:6][CH:5]=1.[CH2:22]([C@@H:29]1[CH2:33][O:32][C:31](=[O:34])[N:30]1[C:35](=[O:45])[C@H:36]([CH2:40][S:41](Cl)(=[O:43])=[O:42])[CH:37]([CH3:39])[CH3:38])[C:23]1[CH:28]=[CH:27][CH:26]=[CH:25][CH:24]=1.C(N(CC)CC)C. The catalyst is ClCCl. The product is [CH2:22]([C@@H:29]1[CH2:33][O:32][C:31](=[O:34])[N:30]1[C:35](=[O:45])[C@H:36]([CH2:40][S:41]([N:19]1[CH2:20][CH2:21][N:16]([C:13]2[N:14]=[CH:15][C:10]([C:7]3[CH:8]=[CH:9][C:4]([F:3])=[CH:5][CH:6]=3)=[CH:11][N:12]=2)[CH2:17][CH2:18]1)(=[O:43])=[O:42])[CH:37]([CH3:39])[CH3:38])[C:23]1[CH:28]=[CH:27][CH:26]=[CH:25][CH:24]=1. The yield is 0.690. (5) The reactants are [N+:1]([C:4]1[CH:5]=[C:6]2[C:10](=[N:11][CH:12]=1)[NH:9][CH:8]=[CH:7]2)([O-:3])=[O:2].[H-].[Na+].I[CH3:16].O. The catalyst is CN(C=O)C. The product is [CH3:16][N:9]1[C:10]2[C:6](=[CH:5][C:4]([N+:1]([O-:3])=[O:2])=[CH:12][N:11]=2)[CH:7]=[CH:8]1. The yield is 0.720.